The task is: Predict the reaction yield, written as a fraction of the theoretical maximum amount of product (1.0 means a 100% yield; for example, 0.34 means a 34% yield).. This data is from Reaction yield outcomes from USPTO patents with 853,638 reactions. (1) The yield is 0.770. The product is [F:1][C:2]1[CH:10]=[C:9]([N:11]2[C:19]3[CH2:18][C:17]([CH3:21])([CH3:20])[CH2:16][C:15](=[O:22])[C:14]=3[C:13]([CH3:23])=[CH:12]2)[CH:8]=[C:7]([NH:24][C@H:25]2[CH2:29][CH2:28][CH2:27][C@@H:26]2[OH:30])[C:3]=1[C:4]([NH2:6])=[O:5]. The catalyst is C(O)(C(F)(F)F)=O.CO.[Pd]. The reactants are [F:1][C:2]1[CH:10]=[C:9]([N:11]2[C:19]3[CH2:18][C:17]([CH3:21])([CH3:20])[CH2:16][C:15](=[O:22])[C:14]=3[C:13]([CH3:23])=[CH:12]2)[CH:8]=[C:7]([NH:24][C@H:25]2[CH2:29][CH2:28][CH2:27][C@@H:26]2[O:30]CC2C=CC=CC=2)[C:3]=1[C:4]([NH2:6])=[O:5]. (2) The reactants are [C:1]([O:5][C:6]([NH:8][C@@H:9]1[C:23](=[O:24])[N:22]2[CH2:25][C@@H:26]([OH:28])[CH2:27][C@H:21]2[C:20](=[O:29])[NH:19][C@:18]2([C:31]([O:33][CH2:34][CH3:35])=[O:32])[CH2:30][C@H:17]2[CH:16]=[CH:15][CH2:14][CH2:13][CH2:12][CH2:11][CH2:10]1)=[O:7])([CH3:4])([CH3:3])[CH3:2].C1N2CCN(CC2)C1.[Br:44][C:45]1[CH:50]=[CH:49][C:48]([S:51](Cl)(=[O:53])=[O:52])=[CH:47][CH:46]=1. The catalyst is C1(C)C=CC=CC=1. The product is [Br:44][C:45]1[CH:50]=[CH:49][C:48]([S:51]([O:28][C@@H:26]2[CH2:25][N:22]3[C:23](=[O:24])[C@@H:9]([NH:8][C:6]([O:5][C:1]([CH3:4])([CH3:3])[CH3:2])=[O:7])[CH2:10][CH2:11][CH2:12][CH2:13][CH2:14][CH:15]=[CH:16][C@@H:17]4[CH2:30][C@@:18]4([C:31]([O:33][CH2:34][CH3:35])=[O:32])[NH:19][C:20](=[O:29])[C@@H:21]3[CH2:27]2)(=[O:53])=[O:52])=[CH:47][CH:46]=1. The yield is 0.870. (3) The reactants are [C:1]([O:7][CH2:8][CH3:9])(=[O:6])[CH2:2][C:3]([CH3:5])=O.[CH3:10]OC(OC)N(C)C.C1(C)C=CC(S(O)(=O)=O)=CC=1.Br.[CH2:30]([S:32][C:33](=[NH:35])[NH2:34])[CH3:31]. The catalyst is CN(C)C=O. The product is [CH2:8]([O:7][C:1]([C:2]1[C:3]([CH3:5])=[N:35][C:33]([S:32][CH2:30][CH3:31])=[N:34][CH:10]=1)=[O:6])[CH3:9]. The yield is 0.610. (4) The reactants are O[C:2]([CH:16]([CH3:18])[CH3:17])([CH:6]([CH:10]1[CH2:15][CH2:14][O:13][CH2:12][CH2:11]1)[C:7]([OH:9])=[O:8])[C:3](O)=[O:4].CCCCCC.C(OCC)(=O)C. The catalyst is C(OC(=O)C)(=O)C. The product is [CH:16]([C:2]1=[C:6]([CH:10]2[CH2:15][CH2:14][O:13][CH2:12][CH2:11]2)[C:7]([O:9][C:3]1=[O:4])=[O:8])([CH3:18])[CH3:17]. The yield is 0.670. (5) The reactants are [Cl:1][C:2]1[C:10]2[N:9]=[C:8]3[N:11]([C:15]4[CH:20]=[CH:19][C:18]([Br:21])=[CH:17][C:16]=4[CH3:22])[CH2:12][CH2:13][CH2:14][N:7]3[C:6]=2[C:5]([CH2:23][OH:24])=[CH:4][CH:3]=1.CC(OI1(OC(C)=O)(OC(C)=O)OC(=O)C2C=CC=CC1=2)=O. The catalyst is CS(C)=O.C(OCC)(=O)C. The product is [Cl:1][C:2]1[CH:3]=[CH:4][C:5]([CH:23]=[O:24])=[C:6]2[C:10]=1[N:9]=[C:8]1[N:11]([C:15]3[CH:20]=[CH:19][C:18]([Br:21])=[CH:17][C:16]=3[CH3:22])[CH2:12][CH2:13][CH2:14][N:7]21. The yield is 0.970. (6) The reactants are [C:1]([O:9][C@H:10]1[C@@H:15]([O:16][C:17](=[O:24])[C:18]2[CH:23]=[CH:22][CH:21]=[CH:20][CH:19]=2)[C@H:14]([O:25][C:26](=[O:33])[C:27]2[CH:32]=[CH:31][CH:30]=[CH:29][CH:28]=2)[C@@H:13]([CH2:34][O:35][C:36](=[O:43])[C:37]2[CH:42]=[CH:41][CH:40]=[CH:39][CH:38]=2)[O:12][C@@H:11]1[O:44][C@H:45]1[C@H:50]([O:51][C:52](=[O:59])[C:53]2[CH:58]=[CH:57][CH:56]=[CH:55][CH:54]=2)[C@@H:49]([CH2:60][O:61][C:62](=[O:69])[C:63]2[CH:68]=[CH:67][CH:66]=[CH:65][CH:64]=2)[O:48][C@H:47]([O:70][C@H:71]2[C@H:77]([O:78][C:79](=[O:86])[C:80]3[CH:85]=[CH:84][CH:83]=[CH:82][CH:81]=3)[C@@H:76]([CH2:87][O:88][C:89](=[O:96])[C:90]3[CH:95]=[CH:94][CH:93]=[CH:92][CH:91]=3)[O:75][CH:73]([OH:74])[C@H:72]2[O:97][C:98](=[O:105])[C:99]2[CH:104]=[CH:103][CH:102]=[CH:101][CH:100]=2)[C@H:46]1[O:106][C:107](=[O:114])[C:108]1[CH:113]=[CH:112][CH:111]=[CH:110][CH:109]=1)(=[O:8])[C:2]1[CH:7]=[CH:6][CH:5]=[CH:4][CH:3]=1.[Cl:115][C:116]([Cl:120])([Cl:119])[C:117]#[N:118].CCCCCC.CCOC(C)=O. The catalyst is C(Cl)Cl.C1CCN2C(=NCCC2)CC1. The product is [Cl:115][C:116]([Cl:120])([Cl:119])[C:117](=[NH:118])[O:74][CH:73]1[O:75][C@H:76]([CH2:87][O:88][C:89](=[O:96])[C:90]2[CH:95]=[CH:94][CH:93]=[CH:92][CH:91]=2)[C@@H:77]([O:78][C:79](=[O:86])[C:80]2[CH:81]=[CH:82][CH:83]=[CH:84][CH:85]=2)[C@H:71]([O:70][C@H:47]2[O:48][C@H:49]([CH2:60][O:61][C:62](=[O:69])[C:63]3[CH:68]=[CH:67][CH:66]=[CH:65][CH:64]=3)[C@@H:50]([O:51][C:52](=[O:59])[C:53]3[CH:58]=[CH:57][CH:56]=[CH:55][CH:54]=3)[C@H:45]([O:44][C@H:11]3[O:12][C@H:13]([CH2:34][O:35][C:36](=[O:43])[C:37]4[CH:38]=[CH:39][CH:40]=[CH:41][CH:42]=4)[C@@H:14]([O:25][C:26](=[O:33])[C:27]4[CH:32]=[CH:31][CH:30]=[CH:29][CH:28]=4)[C@H:15]([O:16][C:17](=[O:24])[C:18]4[CH:19]=[CH:20][CH:21]=[CH:22][CH:23]=4)[C@@H:10]3[O:9][C:1](=[O:8])[C:2]3[CH:3]=[CH:4][CH:5]=[CH:6][CH:7]=3)[C@@H:46]2[O:106][C:107](=[O:114])[C:108]2[CH:113]=[CH:112][CH:111]=[CH:110][CH:109]=2)[C@@H:72]1[O:97][C:98](=[O:105])[C:99]1[CH:100]=[CH:101][CH:102]=[CH:103][CH:104]=1. The yield is 0.720. (7) The reactants are Cl[C:2]1[N:11]=[C:10]([NH2:12])[C:9]2[C:4](=[CH:5][CH:6]=[CH:7][CH:8]=2)[N:3]=1.[NH2:13][NH2:14]. The catalyst is C(O)C. The product is [NH:13]([C:2]1[N:11]=[C:10]([NH2:12])[C:9]2[C:4](=[CH:5][CH:6]=[CH:7][CH:8]=2)[N:3]=1)[NH2:14]. The yield is 0.860.